Dataset: Reaction yield outcomes from USPTO patents with 853,638 reactions. Task: Predict the reaction yield, written as a fraction of the theoretical maximum amount of product (1.0 means a 100% yield; for example, 0.34 means a 34% yield). (1) The reactants are FC(F)(F)C(O)=O.[F:8][C:9]([F:28])([F:27])[C:10]([NH:12][C:13]([C@@H:15]1[CH2:19][CH2:18][CH2:17][N:16]1C(OC(C)(C)C)=O)=[O:14])=[O:11]. The catalyst is ClCCl. The product is [F:28][C:9]([F:8])([F:27])[C:10]([NH:12][C:13]([C@@H:15]1[CH2:19][CH2:18][CH2:17][NH:16]1)=[O:14])=[O:11]. The yield is 0.570. (2) The reactants are O1C2C=CC=C[C:4]=2[CH:3]=N1.[OH:10][C:11]1[C:15]2[CH:16]=[CH:17][C:18]([O:20][CH3:21])=[CH:19][C:14]=2[O:13][N:12]=1.C(O)C.C1(P(C2C=CC=CC=2)C2C=CC=CC=2)C=CC=CC=1.CC(OC(/N=N/C(OC(C)C)=O)=O)C. The catalyst is C1COCC1. The product is [CH2:3]([O:10][C:11]1[C:15]2[CH:16]=[CH:17][C:18]([O:20][CH3:21])=[CH:19][C:14]=2[O:13][N:12]=1)[CH3:4]. The yield is 0.440. (3) The reactants are C(N1C=CN=C1)(N1C=CN=C1)=O.[CH:13]1([C:19]2[C:20]3[CH:21]=[CH:22][C:23]([C:43]([OH:45])=O)=[CH:24][C:25]=3[N:26]3[CH2:32][C:31]([C:33]([O:35][CH3:36])=[O:34])=[CH:30][C:29]4[CH:37]=[C:38]([O:41][CH3:42])[CH:39]=[CH:40][C:28]=4[C:27]=23)[CH2:18][CH2:17][CH2:16][CH2:15][CH2:14]1.[S:46]([NH2:50])([NH2:49])(=[O:48])=[O:47].C1CCN2C(=NCCC2)CC1. The catalyst is C1COCC1.CCOC(C)=O.C(Cl)Cl. The product is [NH2:49][S:46]([NH:50][C:43]([C:23]1[CH:22]=[CH:21][C:20]2[C:19]([CH:13]3[CH2:14][CH2:15][CH2:16][CH2:17][CH2:18]3)=[C:27]3[C:28]4[CH:40]=[CH:39][C:38]([O:41][CH3:42])=[CH:37][C:29]=4[CH:30]=[C:31]([C:33]([O:35][CH3:36])=[O:34])[CH2:32][N:26]3[C:25]=2[CH:24]=1)=[O:45])(=[O:48])=[O:47]. The yield is 0.910. (4) The reactants are [O:1]=[C:2]([CH3:9])[CH2:3][C:4]([O:6][CH2:7][CH3:8])=[O:5].[H-].[Na+].[Li]CCCC.Br[CH2:18][CH2:19][O:20][CH3:21]. The catalyst is C1COCC1. The product is [CH3:21][O:20][CH2:19][CH2:18][CH2:9][C:2](=[O:1])[CH2:3][C:4]([O:6][CH2:7][CH3:8])=[O:5]. The yield is 0.345. (5) The reactants are CCN(CC)CC.Cl.[N:9]1[C:10]([C:18]([O:20][CH2:21][CH3:22])=[O:19])=[CH:11][N:12]2[CH2:17][CH2:16][NH:15][CH2:14][C:13]=12.[CH3:23][C:24]([O:27][C:28](O[C:28]([O:27][C:24]([CH3:26])([CH3:25])[CH3:23])=[O:29])=[O:29])([CH3:26])[CH3:25]. The catalyst is C(Cl)Cl. The product is [N:9]1[C:10]([C:18]([O:20][CH2:21][CH3:22])=[O:19])=[CH:11][N:12]2[CH2:17][CH2:16][N:15]([C:28]([O:27][C:24]([CH3:26])([CH3:25])[CH3:23])=[O:29])[CH2:14][C:13]=12. The yield is 0.660.